This data is from Reaction yield outcomes from USPTO patents with 853,638 reactions. The task is: Predict the reaction yield, written as a fraction of the theoretical maximum amount of product (1.0 means a 100% yield; for example, 0.34 means a 34% yield). (1) The reactants are [CH3:1][C:2]1([CH3:28])[CH2:11][CH2:10][C:9]([CH3:13])([CH3:12])[C:8]2[CH:7]=[C:6]([C:14]([O:16][CH2:17][CH2:18][C:19]3[CH:24]=[CH:23][C:22]([N+:25]([O-])=O)=[CH:21][CH:20]=3)=[O:15])[CH:5]=[CH:4][C:3]1=2. The catalyst is [Pd].C(OCC)(=O)C.CO. The product is [CH3:1][C:2]1([CH3:28])[CH2:11][CH2:10][C:9]([CH3:12])([CH3:13])[C:8]2[CH:7]=[C:6]([C:14]([O:16][CH2:17][CH2:18][C:19]3[CH:20]=[CH:21][C:22]([NH2:25])=[CH:23][CH:24]=3)=[O:15])[CH:5]=[CH:4][C:3]1=2. The yield is 0.530. (2) The reactants are [NH2:1]/[C:2](/[CH3:29])=[CH:3]\[C:4]([NH:6][C:7]1[CH:12]=[CH:11][C:10]([NH:13][C:14]([CH3:27])([CH3:26])[CH2:15][C:16]2[CH:25]=[CH:24][C:23]3[C:18](=[CH:19][CH:20]=[CH:21][CH:22]=3)[CH:17]=2)=[C:9]([Cl:28])[CH:8]=1)=[O:5].[C:30](OCC)(OCC)(OCC)[CH3:31]. No catalyst specified. The product is [Cl:28][C:9]1[CH:8]=[C:7]([N:6]2[C:4](=[O:5])[CH:3]=[C:2]([CH3:29])[N:1]=[C:30]2[CH3:31])[CH:12]=[CH:11][C:10]=1[NH:13][C:14]([CH3:26])([CH3:27])[CH2:15][C:16]1[CH:25]=[CH:24][C:23]2[C:18](=[CH:19][CH:20]=[CH:21][CH:22]=2)[CH:17]=1. The yield is 0.760. (3) The reactants are [CH3:1][C:2]([CH3:16])([CH3:15])[C:3]([O:5][C:6]1[CH:14]=[CH:13][CH:12]=[CH:11][C:7]=1[C:8](O)=[O:9])=[O:4].S(Cl)([Cl:19])=O. The catalyst is ClCCl.N1C=CC=CC=1. The product is [CH3:1][C:2]([CH3:16])([CH3:15])[C:3]([O:5][C:6]1[CH:14]=[CH:13][CH:12]=[CH:11][C:7]=1[C:8]([Cl:19])=[O:9])=[O:4]. The yield is 1.00. (4) The reactants are [C:1]([C:3]1[C:4]([CH3:19])=[CH:5][C:6]([NH:11][C:12](=[O:18])[O:13][C:14]([CH3:17])([CH3:16])[CH3:15])=[N:7][C:8]=1[O:9][CH3:10])#[N:2]. The catalyst is CC(O)=O.C(O)C.[Ni]. The yield is 0.689. The product is [NH2:2][CH2:1][C:3]1[C:4]([CH3:19])=[CH:5][C:6]([NH:11][C:12](=[O:18])[O:13][C:14]([CH3:15])([CH3:16])[CH3:17])=[N:7][C:8]=1[O:9][CH3:10]. (5) The reactants are C1(C2C=CC=CC=2)C=CC=CC=1.Cl[C:14]1[C:15](=[O:38])[C:16](=[O:37])[C:17]=1[NH:18][C:19]1[CH:24]=[CH:23][C:22]([Cl:25])=[C:21]([S:26]([N:29]2[CH2:34][CH2:33][N:32]([CH3:35])[CH2:31][CH2:30]2)(=[O:28])=[O:27])[C:20]=1[OH:36].[Br:39][C:40]1[CH:46]=[CH:45][CH:44]=[CH:43][C:41]=1[NH2:42]. The catalyst is CN(C=O)C. The product is [Br:39][C:40]1[CH:46]=[CH:45][CH:44]=[CH:43][C:41]=1[NH:42][C:14]1[C:15](=[O:38])[C:16](=[O:37])[C:17]=1[NH:18][C:19]1[CH:24]=[CH:23][C:22]([Cl:25])=[C:21]([S:26]([N:29]2[CH2:34][CH2:33][N:32]([CH3:35])[CH2:31][CH2:30]2)(=[O:28])=[O:27])[C:20]=1[OH:36]. The yield is 0.500. (6) The reactants are [CH3:1][C:2]1[N:3]=[C:4]([C:20]2[CH:25]=[CH:24][C:23]([C:26]([F:29])([F:28])[F:27])=[CH:22][CH:21]=2)[S:5][C:6]=1[CH2:7][O:8][C:9]1[CH:18]=[C:17]2[C:12]([CH2:13][CH2:14][C:15](=[O:19])[NH:16]2)=[CH:11][CH:10]=1.[H-].[Na+].Br[CH2:33][C:34]([O:36]C(C)(C)C)=[O:35].C(O)(C(F)(F)F)=O. The catalyst is CN(C=O)C.O.C(Cl)Cl. The product is [CH3:1][C:2]1[N:3]=[C:4]([C:20]2[CH:25]=[CH:24][C:23]([C:26]([F:29])([F:27])[F:28])=[CH:22][CH:21]=2)[S:5][C:6]=1[CH2:7][O:8][C:9]1[CH:18]=[C:17]2[C:12]([CH2:13][CH2:14][C:15](=[O:19])[N:16]2[CH2:33][C:34]([OH:36])=[O:35])=[CH:11][CH:10]=1. The yield is 0.250.